Dataset: Forward reaction prediction with 1.9M reactions from USPTO patents (1976-2016). Task: Predict the product of the given reaction. Given the reactants [C:1]([C:3]1[N:7]([CH:8]2[CH2:13][CH2:12][N:11]([C:14]([O:16][CH:17]([CH3:19])[CH3:18])=[O:15])[CH2:10][CH2:9]2)[N:6]=[CH:5][C:4]=1[CH:20]=[O:21])#[N:2].[CH3:22][Mg]Br, predict the reaction product. The product is: [C:1]([C:3]1[N:7]([CH:8]2[CH2:13][CH2:12][N:11]([C:14]([O:16][CH:17]([CH3:19])[CH3:18])=[O:15])[CH2:10][CH2:9]2)[N:6]=[CH:5][C:4]=1[CH:20]([OH:21])[CH3:22])#[N:2].